Dataset: Forward reaction prediction with 1.9M reactions from USPTO patents (1976-2016). Task: Predict the product of the given reaction. Given the reactants C([N:3]([CH2:6]C)[CH2:4][CH3:5])C.Cl[C:9]([O:11][C:12]1C=CC([N+]([O-])=O)=C[CH:13]=1)=O.[C:21]([NH:25][C:26]([C:28]1[CH:32]=[C:31]([C:33]2[CH:38]=[CH:37][C:36]([CH2:39][NH2:40])=[CH:35][N:34]=2)[N:30]([C:41]2[CH:46]=[CH:45][CH:44]=[CH:43][CH:42]=2)[N:29]=1)=[O:27])([CH3:24])([CH3:23])[CH3:22].C[OH:48], predict the reaction product. The product is: [C:21]([NH:25][C:26]([C:28]1[CH:32]=[C:31]([C:33]2[CH:38]=[CH:37][C:36]([CH2:39][NH:40][C:6]([NH:3][CH:4]3[CH2:5][CH2:9][O:11][CH2:12][CH2:13]3)=[O:48])=[CH:35][N:34]=2)[N:30]([C:41]2[CH:46]=[CH:45][CH:44]=[CH:43][CH:42]=2)[N:29]=1)=[O:27])([CH3:24])([CH3:22])[CH3:23].